From a dataset of Full USPTO retrosynthesis dataset with 1.9M reactions from patents (1976-2016). Predict the reactants needed to synthesize the given product. (1) Given the product [F:1][C:2]1[C:3]([N:12]2[CH2:13][CH2:14][CH:15]([N:18]3[CH2:22][CH2:21][N:20]([CH2:23][C:24]4[CH:32]=[CH:31][C:27]([C:28]([N:58]5[CH2:62][CH2:61][C@H:60]([NH:63][C:64](=[O:70])[O:65][C:66]([CH3:67])([CH3:69])[CH3:68])[CH2:59]5)=[O:29])=[CH:26][CH:25]=4)[C:19]3=[O:33])[CH2:16][CH2:17]2)=[N:4][CH:5]=[C:6]([C:8]([F:10])([F:9])[F:11])[CH:7]=1, predict the reactants needed to synthesize it. The reactants are: [F:1][C:2]1[C:3]([N:12]2[CH2:17][CH2:16][CH:15]([N:18]3[CH2:22][CH2:21][N:20]([CH2:23][C:24]4[CH:32]=[CH:31][C:27]([C:28](O)=[O:29])=[CH:26][CH:25]=4)[C:19]3=[O:33])[CH2:14][CH2:13]2)=[N:4][CH:5]=[C:6]([C:8]([F:11])([F:10])[F:9])[CH:7]=1.CN(C(ON1N=NC2C=CC=NC1=2)=[N+](C)C)C.F[P-](F)(F)(F)(F)F.[NH:58]1[CH2:62][CH2:61][C@H:60]([NH:63][C:64](=[O:70])[O:65][C:66]([CH3:69])([CH3:68])[CH3:67])[CH2:59]1.O. (2) Given the product [C:25]([NH:1][C:2]1[N:7]=[C:6]([C:8]([NH:10][CH:11]([C:13]2[CH:14]=[N:15][C:16]([O:19][CH2:20][C:21]([F:23])([F:24])[F:22])=[CH:17][CH:18]=2)[CH3:12])=[O:9])[CH:5]=[CH:4][N:3]=1)(=[O:28])[CH2:26][CH3:27], predict the reactants needed to synthesize it. The reactants are: [NH2:1][C:2]1[N:7]=[C:6]([C:8]([NH:10][CH:11]([C:13]2[CH:14]=[N:15][C:16]([O:19][CH2:20][C:21]([F:24])([F:23])[F:22])=[CH:17][CH:18]=2)[CH3:12])=[O:9])[CH:5]=[CH:4][N:3]=1.[C:25](Cl)(=[O:28])[CH2:26][CH3:27]. (3) Given the product [C:40]([CH:36]1[CH2:37][CH2:38][CH2:39][CH:34]([NH:33][C:31]([C:22]2[CH:23]=[C:24]([CH:29]=[CH:30][C:21]=2[O:20][CH2:19][CH2:18][CH2:17][C:14]2[CH:13]=[CH:12][C:11]([O:10][CH2:9][CH2:8][CH2:7][CH:1]3[CH2:2][CH2:3][CH2:4][CH2:5][CH2:6]3)=[CH:16][CH:15]=2)[C:25]([OH:27])=[O:26])=[O:32])[CH2:35]1)([OH:42])=[O:41], predict the reactants needed to synthesize it. The reactants are: [CH:1]1([CH2:7][CH2:8][CH2:9][O:10][C:11]2[CH:16]=[CH:15][C:14]([CH2:17][CH2:18][CH2:19][O:20][C:21]3[CH:30]=[CH:29][C:24]([C:25]([O:27]C)=[O:26])=[CH:23][C:22]=3[C:31]([NH:33][CH:34]3[CH2:39][CH2:38][CH2:37][CH:36]([C:40]([O:42]C)=[O:41])[CH2:35]3)=[O:32])=[CH:13][CH:12]=2)[CH2:6][CH2:5][CH2:4][CH2:3][CH2:2]1.[OH-].[Na+]. (4) The reactants are: [CH2:1]([O:3][C:4]1([O:27][CH2:28][CH3:29])[CH2:9][N:8]([C:10]([C:12]2[N:13]=[C:14]([CH3:24])[S:15][C:16]=2[C:17]2[CH:22]=[CH:21][C:20]([F:23])=[CH:19][CH:18]=2)=[O:11])[CH:7](CO)[CH2:6][CH2:5]1)[CH3:2].[CH3:30][CH2:31][OH:32]. Given the product [CH2:1]([O:3][C:4]1([O:27][CH2:28][CH3:29])[CH2:9][N:8]([C:10]([C:12]2[N:13]=[C:14]([CH3:24])[S:15][C:16]=2[C:17]2[CH:18]=[CH:19][C:20]([F:23])=[CH:21][CH:22]=2)=[O:11])[CH:7]([CH2:7][N:8]2[C:31](=[O:32])[C:30]3[C:12](=[CH:16][CH:17]=[CH:18][CH:19]=3)[C:10]2=[O:11])[CH2:6][CH2:5]1)[CH3:2], predict the reactants needed to synthesize it. (5) Given the product [CH3:1][N:2]([CH3:7])[CH2:3][CH2:4][N:5]([CH3:6])[C:9]1[C:14]([N+:15]([O-:17])=[O:16])=[CH:13][C:12]([NH:18][C:19]2[N:24]=[C:23]([C:25]3[C:33]4[C:28](=[CH:29][CH:30]=[CH:31][CH:32]=4)[NH:27][CH:26]=3)[CH:22]=[CH:21][N:20]=2)=[C:11]([O:34][CH3:35])[CH:10]=1, predict the reactants needed to synthesize it. The reactants are: [CH3:1][N:2]([CH3:7])[CH2:3][CH2:4][NH:5][CH3:6].F[C:9]1[C:14]([N+:15]([O-:17])=[O:16])=[CH:13][C:12]([NH:18][C:19]2[N:24]=[C:23]([C:25]3[C:33]4[C:28](=[CH:29][CH:30]=[CH:31][CH:32]=4)[NH:27][CH:26]=3)[CH:22]=[CH:21][N:20]=2)=[C:11]([O:34][CH3:35])[CH:10]=1.CCN(C(C)C)C(C)C.